From a dataset of Full USPTO retrosynthesis dataset with 1.9M reactions from patents (1976-2016). Predict the reactants needed to synthesize the given product. (1) Given the product [O:1]1[C:5]2[CH:6]=[CH:7][CH:8]=[CH:9][C:4]=2[N:3]=[C:2]1[N:10]1[C:19]2[C:14](=[CH:15][CH:16]=[C:17]([C:33]3[CH:32]=[N:31][N:30]([CH:27]4[CH2:29][CH2:28]4)[CH:34]=3)[CH:18]=2)[N:13]([C:21]([CH:23]2[CH2:25][CH2:24]2)=[O:22])[C@@H:12]([CH3:26])[CH2:11]1, predict the reactants needed to synthesize it. The reactants are: [O:1]1[C:5]2[CH:6]=[CH:7][CH:8]=[CH:9][C:4]=2[N:3]=[C:2]1[N:10]1[C:19]2[C:14](=[CH:15][CH:16]=[C:17](Br)[CH:18]=2)[N:13]([C:21]([CH:23]2[CH2:25][CH2:24]2)=[O:22])[C@@H:12]([CH3:26])[CH2:11]1.[CH:27]1([N:30]2[CH:34]=[C:33](B3OC(C)(C)C(C)(C)O3)[CH:32]=[N:31]2)[CH2:29][CH2:28]1.C1(P(C2CCCCC2)C2C=CC=CC=2C2C(C(C)C)=CC(C(C)C)=CC=2C(C)C)CCCCC1.C(=O)([O-])[O-].[Cs+].[Cs+]. (2) Given the product [Br:1][C:2]1[CH:11]=[CH:10][C:5]([C:6]2[N:16]=[C:20]([CH3:19])[O:21][CH:7]=2)=[CH:4][CH:3]=1, predict the reactants needed to synthesize it. The reactants are: [Br:1][C:2]1[CH:11]=[CH:10][C:5]([C:6](=O)[CH2:7]Br)=[CH:4][CH:3]=1.C(#N)C.C[N:16]1[C:20](=[O:21])[CH2:19]CC1. (3) Given the product [CH3:6][C:3]([O:7][C:8]([NH:10][C:11]1([C:26]([OH:28])=[O:27])[CH2:12][CH2:13][N:14]([C:17]2[N:25]=[CH:24][N:23]=[C:22]3[C:18]=2[N:19]=[CH:20][NH:21]3)[CH2:15][CH2:16]1)=[O:9])([CH3:4])[CH3:5], predict the reactants needed to synthesize it. The reactants are: [OH-].[Na+].[C:3]([O:7][C:8]([NH:10][C:11]1([C:26]([O:28]C)=[O:27])[CH2:16][CH2:15][N:14]([C:17]2[N:25]=[CH:24][N:23]=[C:22]3[C:18]=2[N:19]=[CH:20][NH:21]3)[CH2:13][CH2:12]1)=[O:9])([CH3:6])([CH3:5])[CH3:4].Cl.